This data is from Full USPTO retrosynthesis dataset with 1.9M reactions from patents (1976-2016). The task is: Predict the reactants needed to synthesize the given product. (1) Given the product [Cl:1][C:2]1[CH:7]=[C:6]([I:30])[CH:5]=[CH:4][C:3]=1[NH:8][C:9]1[C:10]([F:22])=[C:11]([F:21])[CH:12]=[C:13]2[C:18]=1[C:17](=[O:19])[NH:16][N:15]=[C:14]2[CH3:20], predict the reactants needed to synthesize it. The reactants are: [Cl:1][C:2]1[CH:7]=[CH:6][CH:5]=[CH:4][C:3]=1[NH:8][C:9]1[C:10]([F:22])=[C:11]([F:21])[CH:12]=[C:13]2[C:18]=1[C:17](=[O:19])[NH:16][N:15]=[C:14]2[CH3:20].C1C(=O)N([I:30])C(=O)C1. (2) Given the product [Cl:18][C:19]1[CH:24]=[CH:23][C:22]([S:25]([N:12]2[C:13]([CH3:17])([CH3:16])[C:14](=[O:15])[N:11]2[CH:2]2[CH:3]3[CH2:4][CH:5]4[CH2:6][CH:7]([CH2:8][CH:1]2[CH2:10]4)[CH2:9]3)(=[O:27])=[O:26])=[CH:21][CH:20]=1, predict the reactants needed to synthesize it. The reactants are: [CH:1]12[CH2:10][CH:5]3[CH2:6][CH:7]([CH2:9][CH:3]([CH2:4]3)[CH:2]1[N:11]1[C:14](=[O:15])[C:13]([CH3:17])([CH3:16])[NH:12]1)[CH2:8]2.[Cl:18][C:19]1[CH:24]=[CH:23][C:22]([S:25](Cl)(=[O:27])=[O:26])=[CH:21][CH:20]=1. (3) Given the product [CH2:1]([N:8]1[C:17]2[C:12](=[CH:13][C:14]([C:29]3[CH:34]=[CH:33][CH:32]=[CH:31][CH:30]=3)=[CH:15][CH:16]=2)[CH2:11][CH:10]([NH:19][S:20]([C:23]2[CH:28]=[CH:27][CH:26]=[CH:25][CH:24]=2)(=[O:22])=[O:21])[CH2:9]1)[C:2]1[CH:7]=[CH:6][CH:5]=[CH:4][CH:3]=1, predict the reactants needed to synthesize it. The reactants are: [CH2:1]([N:8]1[C:17]2[C:12](=[CH:13][C:14](Br)=[CH:15][CH:16]=2)[CH2:11][C@H:10]([NH:19][S:20]([C:23]2[CH:28]=[CH:27][CH:26]=[CH:25][CH:24]=2)(=[O:22])=[O:21])[CH2:9]1)[C:2]1[CH:7]=[CH:6][CH:5]=[CH:4][CH:3]=1.[C:29]1(B(O)O)[CH:34]=[CH:33][CH:32]=[CH:31][CH:30]=1.C([O-])([O-])=O.[K+].[K+]. (4) Given the product [C:17]([C:13]1[CH:14]=[C:15]([CH:16]=[C:11]([C:7]([CH3:10])([CH3:9])[CH3:8])[C:12]=1[OH:21])[CH2:3][CH2:2][C:1]([O:5][CH3:6])=[O:4])([CH3:20])([CH3:19])[CH3:18], predict the reactants needed to synthesize it. The reactants are: [C:1]([O:5][CH3:6])(=[O:4])[CH:2]=[CH2:3].[C:7]([C:11]1[CH:16]=[CH:15][CH:14]=[C:13]([C:17]([CH3:20])([CH3:19])[CH3:18])[C:12]=1[OH:21])([CH3:10])([CH3:9])[CH3:8]. (5) Given the product [CH:1]1([CH2:6][C@H:7]([CH2:25][N:26]([CH:35]=[O:36])[OH:27])[C:8]([N:10]2[C@H:14]([C:15]([NH:17][C:18]3[CH:23]=[CH:22][N:21]=[CH:20][N:19]=3)=[O:16])[CH2:13][CH2:12][N:11]2[CH3:24])=[O:9])[CH2:2][CH2:3][CH2:4][CH2:5]1, predict the reactants needed to synthesize it. The reactants are: [CH:1]1([CH2:6][C@H:7]([CH2:25][N:26]([CH:35]=[O:36])[O:27]CC2C=CC=CC=2)[C:8]([N:10]2[C@H:14]([C:15]([NH:17][C:18]3[CH:23]=[CH:22][N:21]=[CH:20][N:19]=3)=[O:16])[CH2:13][CH2:12][N:11]2[CH3:24])=[O:9])[CH2:5][CH2:4][CH2:3][CH2:2]1. (6) Given the product [OH:4][CH2:3][CH:2]([NH:1][C:17]([NH:16][C:19]1[CH:20]=[CH:21][C:22]([C:25]2[N:29]=[CH:28][N:27]([C:30]3[CH:35]=[CH:34][C:33]([O:36][C:37]([F:40])([F:38])[F:39])=[CH:32][CH:31]=3)[N:26]=2)=[CH:23][CH:24]=1)=[S:18])[C:5]1[CH:6]=[CH:7][C:8]([O:11][C:12]([F:13])([F:14])[F:15])=[CH:9][CH:10]=1, predict the reactants needed to synthesize it. The reactants are: [NH2:1][CH:2]([C:5]1[CH:10]=[CH:9][C:8]([O:11][C:12]([F:15])([F:14])[F:13])=[CH:7][CH:6]=1)[CH2:3][OH:4].[N:16]([C:19]1[CH:24]=[CH:23][C:22]([C:25]2[N:29]=[CH:28][N:27]([C:30]3[CH:35]=[CH:34][C:33]([O:36][C:37]([F:40])([F:39])[F:38])=[CH:32][CH:31]=3)[N:26]=2)=[CH:21][CH:20]=1)=[C:17]=[S:18]. (7) Given the product [F:1][C:2]1[CH:11]=[C:10]([C:12]2[C:13]([CH3:49])([CH3:48])[C@H:14]3[C@:27]([CH3:30])([CH2:28][CH:29]=2)[C@@H:26]2[C@:17]([CH3:47])([C@@:18]4([CH3:46])[C@H:23]([CH2:24][CH2:25]2)[C@H:22]2[C@H:31]([C:34]([CH3:36])=[CH2:35])[CH2:32][CH2:33][C@:21]2([NH:37][CH2:38][CH2:39][N:40]2[CH2:45][CH2:44][O:43][CH2:42][CH2:41]2)[CH2:20][CH2:19]4)[CH2:16][CH2:15]3)[CH:9]=[CH:8][C:3]=1[C:4]([OH:6])=[O:5], predict the reactants needed to synthesize it. The reactants are: [F:1][C:2]1[CH:11]=[C:10]([C:12]2[C:13]([CH3:49])([CH3:48])[C@H:14]3[C@:27]([CH3:30])([CH2:28][CH:29]=2)[C@@H:26]2[C@:17]([CH3:47])([C@@:18]4([CH3:46])[C@H:23]([CH2:24][CH2:25]2)[C@H:22]2[C@H:31]([C:34]([CH3:36])=[CH2:35])[CH2:32][CH2:33][C@:21]2([NH:37][CH2:38][CH2:39][N:40]2[CH2:45][CH2:44][O:43][CH2:42][CH2:41]2)[CH2:20][CH2:19]4)[CH2:16][CH2:15]3)[CH:9]=[CH:8][C:3]=1[C:4]([O:6]C)=[O:5].[OH-].[Na+]. (8) Given the product [O:24]1[CH:28]=[CH:27][CH:26]=[C:25]1[C:29]1[O:30][C:31]([CH3:46])=[C:32]([CH2:34][O:35][C:36]2[CH:41]=[CH:40][C:39]([CH2:42][C:43]([NH:1][C:2]3[S:3][C:4]([CH2:17][CH2:18][C:19]([OH:21])=[O:20])=[C:5]([C:7]4[CH:16]=[CH:15][C:14]5[CH2:9][CH2:10][CH2:11][CH2:12][C:13]=5[CH:8]=4)[N:6]=3)=[O:44])=[CH:38][CH:37]=2)[N:33]=1, predict the reactants needed to synthesize it. The reactants are: [NH2:1][C:2]1[S:3][C:4]([CH2:17][CH2:18][C:19]([O:21]CC)=[O:20])=[C:5]([C:7]2[CH:16]=[CH:15][C:14]3[CH2:13][CH2:12][CH2:11][CH2:10][C:9]=3[CH:8]=2)[N:6]=1.[O:24]1[CH:28]=[CH:27][CH:26]=[C:25]1[C:29]1[O:30][C:31]([CH3:46])=[C:32]([CH2:34][O:35][C:36]2[CH:41]=[CH:40][C:39]([CH2:42][C:43](O)=[O:44])=[CH:38][CH:37]=2)[N:33]=1.CCN=C=NCCCN(C)C.C1C=CC2N(O)N=NC=2C=1.Cl. (9) Given the product [Cl:3][CH2:19][C:16]1[CH:17]=[CH:18][C:13]([C:10]2[CH:11]=[CH:12][C:7]([C:6]([F:22])([F:21])[F:5])=[CH:8][CH:9]=2)=[CH:14][CH:15]=1, predict the reactants needed to synthesize it. The reactants are: S(Cl)([Cl:3])=O.[F:5][C:6]([F:22])([F:21])[C:7]1[CH:12]=[CH:11][C:10]([C:13]2[CH:18]=[CH:17][C:16]([CH2:19]O)=[CH:15][CH:14]=2)=[CH:9][CH:8]=1.